The task is: Regression. Given two drug SMILES strings and cell line genomic features, predict the synergy score measuring deviation from expected non-interaction effect.. This data is from NCI-60 drug combinations with 297,098 pairs across 59 cell lines. (1) Drug 1: C(=O)(N)NO. Drug 2: C1=NC2=C(N=C(N=C2N1C3C(C(C(O3)CO)O)F)Cl)N. Cell line: NCI/ADR-RES. Synergy scores: CSS=26.3, Synergy_ZIP=-3.10, Synergy_Bliss=-0.340, Synergy_Loewe=-24.2, Synergy_HSA=-2.62. (2) Drug 1: CCC1=CC2CC(C3=C(CN(C2)C1)C4=CC=CC=C4N3)(C5=C(C=C6C(=C5)C78CCN9C7C(C=CC9)(C(C(C8N6C)(C(=O)OC)O)OC(=O)C)CC)OC)C(=O)OC.C(C(C(=O)O)O)(C(=O)O)O. Drug 2: C1CCC(C(C1)N)N.C(=O)(C(=O)[O-])[O-].[Pt+4]. Synergy scores: CSS=70.6, Synergy_ZIP=1.39, Synergy_Bliss=-0.373, Synergy_Loewe=-7.92, Synergy_HSA=1.16. Cell line: RPMI-8226. (3) Drug 1: CC1=C2C(C(=O)C3(C(CC4C(C3C(C(C2(C)C)(CC1OC(=O)C(C(C5=CC=CC=C5)NC(=O)OC(C)(C)C)O)O)OC(=O)C6=CC=CC=C6)(CO4)OC(=O)C)OC)C)OC. Drug 2: CCC1=CC2CC(C3=C(CN(C2)C1)C4=CC=CC=C4N3)(C5=C(C=C6C(=C5)C78CCN9C7C(C=CC9)(C(C(C8N6C)(C(=O)OC)O)OC(=O)C)CC)OC)C(=O)OC.C(C(C(=O)O)O)(C(=O)O)O. Cell line: MDA-MB-231. Synergy scores: CSS=51.9, Synergy_ZIP=3.16, Synergy_Bliss=2.72, Synergy_Loewe=3.73, Synergy_HSA=9.38. (4) Drug 1: CNC(=O)C1=CC=CC=C1SC2=CC3=C(C=C2)C(=NN3)C=CC4=CC=CC=N4. Drug 2: C1=CC(=CC=C1C#N)C(C2=CC=C(C=C2)C#N)N3C=NC=N3. Cell line: MOLT-4. Synergy scores: CSS=23.4, Synergy_ZIP=7.03, Synergy_Bliss=6.22, Synergy_Loewe=-12.4, Synergy_HSA=6.16.